Dataset: Full USPTO retrosynthesis dataset with 1.9M reactions from patents (1976-2016). Task: Predict the reactants needed to synthesize the given product. (1) Given the product [OH:15][C:3]1[C:4]([OH:14])=[C:5]([C:7]2[CH:8]=[CH:9][C:10]([Cl:13])=[CH:11][CH:12]=2)[O:6][C:2]=1[NH:1][S:24]([CH2:22][CH3:23])(=[O:26])=[O:25], predict the reactants needed to synthesize it. The reactants are: [NH2:1][C:2]1[O:6][CH:5]([C:7]2[CH:12]=[CH:11][C:10]([Cl:13])=[CH:9][CH:8]=2)[C:4](=[O:14])[C:3]=1[OH:15].C([O-])([O-])=O.[K+].[K+].[CH2:22]([S:24](Cl)(=[O:26])=[O:25])[CH3:23]. (2) Given the product [F:1][C@H:2]1[C@@H:7]2[O:8][CH:9]([C:12]3[CH:17]=[CH:16][CH:15]=[CH:14][CH:13]=3)[O:10][CH2:11][C@H:6]2[O:5][CH2:4][C@H:3]1[N:31]1[CH:32]=[C:27]([I:26])[C:28](=[O:42])[N:29]([CH2:34][O:35][CH2:36][CH2:37][Si:38]([CH3:40])([CH3:39])[CH3:41])[C:30]1=[O:33], predict the reactants needed to synthesize it. The reactants are: [F:1][C@H:2]1[C@@H:7]2[O:8][CH:9]([C:12]3[CH:17]=[CH:16][CH:15]=[CH:14][CH:13]=3)[O:10][CH2:11][C@H:6]2[O:5][CH2:4][C@@H:3]1OS(C(F)(F)F)(=O)=O.[I:26][C:27]1[C:28](=[O:42])[N:29]([CH2:34][O:35][CH2:36][CH2:37][Si:38]([CH3:41])([CH3:40])[CH3:39])[C:30](=[O:33])[NH:31][CH:32]=1.[H-].[Na+]. (3) Given the product [Cl:21][C:22]1[C:23]([CH:29]2[O:30][CH2:31][CH2:32][O:33]2)=[CH:24][CH:25]=[C:26]([F:28])[C:27]=1[CH:35]=[O:34], predict the reactants needed to synthesize it. The reactants are: C(NC(C)C)(C)C.C([Li])CCC.C([N-]C(C)C)(C)C.[Li+].[Cl:21][C:22]1[CH:27]=[C:26]([F:28])[CH:25]=[CH:24][C:23]=1[CH:29]1[O:33][CH2:32][CH2:31][O:30]1.[O:34]1CCC[CH2:35]1. (4) Given the product [F:32][C:24]1[CH:23]=[C:22]([CH2:21][C:20]([NH:19][C:15]2[C:14]([CH3:34])=[CH:13][CH:12]=[C:11]3[C:16]=2[CH:17]=[CH:18][N:9]([C@H:7]([CH3:8])[CH2:6][N:39]2[CH2:38][CH2:37][N:36]([C:42]([O:44][C:45]([CH3:48])([CH3:47])[CH3:46])=[O:43])[CH2:41][CH2:40]2)[C:10]3=[O:35])=[O:33])[CH:27]=[CH:26][C:25]=1[C:28]([F:30])([F:31])[F:29], predict the reactants needed to synthesize it. The reactants are: CS(O[CH2:6][C@H:7]([N:9]1[CH:18]=[CH:17][C:16]2[C:11](=[CH:12][CH:13]=[C:14]([CH3:34])[C:15]=2[NH:19][C:20](=[O:33])[CH2:21][C:22]2[CH:27]=[CH:26][C:25]([C:28]([F:31])([F:30])[F:29])=[C:24]([F:32])[CH:23]=2)[C:10]1=[O:35])[CH3:8])(=O)=O.[N:36]1([C:42]([O:44][C:45]([CH3:48])([CH3:47])[CH3:46])=[O:43])[CH2:41][CH2:40][NH:39][CH2:38][CH2:37]1.C(N(CC)CC)C.C(Cl)Cl.